Task: Predict which catalyst facilitates the given reaction.. Dataset: Catalyst prediction with 721,799 reactions and 888 catalyst types from USPTO (1) Reactant: [C:1]1(=[O:11])[C:9]2[C:4](=[CH:5][CH:6]=[CH:7][CH:8]=2)[C:3](=[O:10])[NH:2]1.C1(P(C2C=CC=CC=2)C2C=CC=CC=2)C=CC=CC=1.[N:31]1[C:40]2[C:35](=[CH:36][C:37]([CH2:41]O)=[CH:38][CH:39]=2)[CH:34]=[CH:33][CH:32]=1.N(/C(OC(C)C)=O)=N\C(OC(C)C)=O. Product: [N:31]1[C:40]2[C:35](=[CH:36][C:37]([CH2:41][N:2]3[C:3](=[O:10])[C:4]4[C:9](=[CH:8][CH:7]=[CH:6][CH:5]=4)[C:1]3=[O:11])=[CH:38][CH:39]=2)[CH:34]=[CH:33][CH:32]=1. The catalyst class is: 1. (2) The catalyst class is: 16. Reactant: Cl[C:2]1[CH:7]=[C:6]([C:8]2[NH:12][C:11]3[CH:13]=[CH:14][CH:15]=[C:16]([NH:17][C:18]([C:20]4[CH:21]=[C:22]([CH:26]5[CH2:30][CH2:29][N:28]([C:31]([O:33][C:34]([CH3:37])([CH3:36])[CH3:35])=[O:32])[CH2:27]5)[CH:23]=[CH:24][CH:25]=4)=[O:19])[C:10]=3[N:9]=2)[CH:5]=[CH:4][N:3]=1.[CH2:38]([NH2:41])[CH2:39][CH3:40].O. Product: [CH2:38]([NH:41][C:2]1[CH:7]=[C:6]([C:8]2[NH:12][C:11]3[CH:13]=[CH:14][CH:15]=[C:16]([NH:17][C:18]([C:20]4[CH:21]=[C:22]([CH:26]5[CH2:30][CH2:29][N:28]([C:31]([O:33][C:34]([CH3:35])([CH3:36])[CH3:37])=[O:32])[CH2:27]5)[CH:23]=[CH:24][CH:25]=4)=[O:19])[C:10]=3[N:9]=2)[CH:5]=[CH:4][N:3]=1)[CH2:39][CH3:40]. (3) Reactant: C[O:2][C:3]([C:5]1[N:6]([C:17]2[CH:22]=[CH:21][C:20]([CH2:23][NH:24][C:25]([O:27][C:28]([CH3:31])([CH3:30])[CH3:29])=[O:26])=[CH:19][CH:18]=2)[C:7]2[C:12]([C:13]=1[Cl:14])=[CH:11][C:10]([O:15][CH3:16])=[CH:9][CH:8]=2)=O.O[NH:33][C:34](=[NH:36])[CH3:35].C(=O)([O-])[O-].[K+].[K+]. Product: [C:28]([O:27][C:25](=[O:26])[NH:24][CH2:23][C:20]1[CH:21]=[CH:22][C:17]([N:6]2[C:7]3[C:12](=[CH:11][C:10]([O:15][CH3:16])=[CH:9][CH:8]=3)[C:13]([Cl:14])=[C:5]2[C:3]2[O:2][N:36]=[C:34]([CH3:35])[N:33]=2)=[CH:18][CH:19]=1)([CH3:31])([CH3:30])[CH3:29]. The catalyst class is: 11. (4) Reactant: [CH3:1][O:2][C:3]1[CH:8]=[CH:7][CH:6]=[CH:5][C:4]=1[C@@H:9]1[NH:13][CH:12]([C:14]([OH:16])=[O:15])[CH2:11][S:10]1.CCN(C(C)C)C(C)C.Cl[C:27]([O:29][CH2:30][C:31]1[CH:36]=[CH:35][CH:34]=[CH:33][CH:32]=1)=[O:28]. Product: [CH2:30]([O:29][C:27]([N:13]1[CH:12]([C:14]([OH:16])=[O:15])[CH2:11][S:10][C@@H:9]1[C:4]1[CH:5]=[CH:6][CH:7]=[CH:8][C:3]=1[O:2][CH3:1])=[O:28])[C:31]1[CH:36]=[CH:35][CH:34]=[CH:33][CH:32]=1. The catalyst class is: 3. (5) Reactant: [F:1][C:2]1[CH:3]=[C:4]([NH:10][C:11]2[C:16]([C:17]3[N:22]=[C:21]([CH3:23])[N:20]=[C:19]([NH2:24])[N:18]=3)=[CH:15][C:14]([CH:25]([N:27]3[CH2:32][CH2:31][NH:30][CH2:29][CH2:28]3)[CH3:26])=[CH:13][N:12]=2)[CH:5]=[N:6][C:7]=1[O:8][CH3:9].C(N(CC)CC)C.[CH3:40][N:41]([CH3:45])[C:42](Cl)=[O:43]. Product: [NH2:24][C:19]1[N:20]=[C:21]([CH3:23])[N:22]=[C:17]([C:16]2[CH:15]=[C:14]([CH:25]([N:27]3[CH2:28][CH2:29][N:30]([C:42]([N:41]([CH3:45])[CH3:40])=[O:43])[CH2:31][CH2:32]3)[CH3:26])[CH:13]=[N:12][C:11]=2[NH:10][C:4]2[CH:5]=[N:6][C:7]([O:8][CH3:9])=[C:2]([F:1])[CH:3]=2)[N:18]=1. The catalyst class is: 4. (6) Reactant: C(OC([N:8]1[CH2:12][CH2:11][CH:10]([N:13]([CH3:17])[C:14](=[O:16])[CH3:15])[CH2:9]1)=O)(C)(C)C.Cl.CO. Product: [CH3:17][N:13]([CH:10]1[CH2:11][CH2:12][NH:8][CH2:9]1)[C:14](=[O:16])[CH3:15]. The catalyst class is: 5.